From a dataset of Full USPTO retrosynthesis dataset with 1.9M reactions from patents (1976-2016). Predict the reactants needed to synthesize the given product. Given the product [CH2:1]([O:3][C:4](=[O:14])[C:5]1[CH:10]=[C:9]([F:11])[C:8]([N:31]2[CH2:32][CH2:33][CH:29]([NH:28][C:27]([O:26][C:22]([CH3:25])([CH3:24])[CH3:23])=[O:34])[CH2:30]2)=[CH:7][C:6]=1[F:13])[CH3:2], predict the reactants needed to synthesize it. The reactants are: [CH2:1]([O:3][C:4](=[O:14])[C:5]1[CH:10]=[C:9]([F:11])[C:8](F)=[CH:7][C:6]=1[F:13])[CH3:2].C(N(CC)CC)C.[C:22]([O:26][C:27](=[O:34])[NH:28][CH:29]1[CH2:33][CH2:32][NH:31][CH2:30]1)([CH3:25])([CH3:24])[CH3:23].